Dataset: Catalyst prediction with 721,799 reactions and 888 catalyst types from USPTO. Task: Predict which catalyst facilitates the given reaction. (1) Reactant: [CH3:1][N:2]([Si](C)(C)C)[CH3:3].[CH3:8][O:9][S:10]([O-:13])(=[O:12])=[O:11].[CH3:14][N:15]([C+:17]([N:19]([CH3:21])[CH3:20])Cl)[CH3:16]. Product: [CH3:1][N:2]([CH3:3])[C:17](=[N+:15]([CH3:16])[CH3:14])[N:19]([CH3:21])[CH3:20].[CH3:8][O:9][S:10]([O-:13])(=[O:12])=[O:11]. The catalyst class is: 22. (2) Reactant: [F:1][C:2]([F:12])([F:11])[C:3]1[CH:4]=[C:5]([CH:8]=[CH:9][CH:10]=1)[CH:6]=O.C1(P(=[CH:32][CH:33]=[O:34])(C2C=CC=CC=2)C2C=CC=CC=2)C=CC=CC=1. Product: [F:1][C:2]([F:12])([F:11])[C:3]1[CH:4]=[C:5](/[CH:6]=[CH:32]/[CH:33]=[O:34])[CH:8]=[CH:9][CH:10]=1. The catalyst class is: 11. (3) Reactant: C(Cl)CCl.[C:5]([C:8]1[CH:9]=[CH:10][C:11]2[NH:17][CH:16]([CH2:18][C:19]([O:21][CH3:22])=[O:20])[C:15](=[O:23])[N:14]([CH2:24][CH2:25][C:26]3[CH:31]=[CH:30][CH:29]=[CH:28][CH:27]=3)[CH2:13][C:12]=2[CH:32]=1)(O)=[O:6].Cl.Cl.[NH2:35][CH2:36][C:37]1[NH:38][C:39]2[CH:45]=[CH:44][CH:43]=[CH:42][C:40]=2[N:41]=1.C1C=CC2N(O)N=NC=2C=1.O.C(N(C(C)C)CC)(C)C. Product: [N:41]1[C:40]2[CH:42]=[CH:43][CH:44]=[CH:45][C:39]=2[NH:38][C:37]=1[CH2:36][NH:35][C:5]([C:8]1[CH:9]=[CH:10][C:11]2[NH:17][CH:16]([CH2:18][C:19]([O:21][CH3:22])=[O:20])[C:15](=[O:23])[N:14]([CH2:24][CH2:25][C:26]3[CH:27]=[CH:28][CH:29]=[CH:30][CH:31]=3)[CH2:13][C:12]=2[CH:32]=1)=[O:6]. The catalyst class is: 3. (4) Reactant: [CH2:1]([OH:8])[C:2]1[CH:7]=[CH:6][CH:5]=[CH:4][CH:3]=1.Cl[S:10]([N:13]=[C:14]=[O:15])(=[O:12])=[O:11].N1C=CC=CC=1.[NH:22]1[CH2:27][CH2:26][O:25][CH2:24][CH2:23]1. Product: [CH2:1]([O:8][C:14](=[O:15])[NH:13][S:10]([N:22]1[CH2:27][CH2:26][O:25][CH2:24][CH2:23]1)(=[O:12])=[O:11])[C:2]1[CH:7]=[CH:6][CH:5]=[CH:4][CH:3]=1. The catalyst class is: 47. (5) Reactant: [CH3:1][C:2]1[NH:6][N:5]=[C:4]([C:7]([O:9][CH2:10][CH3:11])=[O:8])[N:3]=1.[Br:12][C:13]1[CH:18]=[CH:17][CH:16]=[C:15]([CH2:19]Br)[CH:14]=1.C([O-])([O-])=O.[K+].[K+]. Product: [Br:12][C:13]1[CH:14]=[C:15]([CH:16]=[CH:17][CH:18]=1)[CH2:19][N:6]1[C:2]([CH3:1])=[N:3][C:4]([C:7]([O:9][CH2:10][CH3:11])=[O:8])=[N:5]1. The catalyst class is: 1. (6) Reactant: [NH2:1][C:2]1[CH:3]=[C:4]2[C:20](=[O:21])[NH:19][N:18]=[CH:17][C:6]3=[C:7]([C:11]4[CH:16]=[CH:15][CH:14]=[CH:13][CH:12]=4)[NH:8][C:9]([CH:10]=1)=[C:5]23.[CH3:22][C:23]([O:26][C:27]([NH:29][C@H:30]([CH2:34][C:35]1[CH:40]=[CH:39][C:38]([F:41])=[CH:37][CH:36]=1)[C:31](O)=[O:32])=[O:28])([CH3:25])[CH3:24].C(N(CC)CC)C.F[P-](F)(F)(F)(F)F.N1(OC(N(C)C)=[N+](C)C)C2N=CC=CC=2N=N1. Product: [F:41][C:38]1[CH:39]=[CH:40][C:35]([CH2:34][C@@H:30]([NH:29][C:27](=[O:28])[O:26][C:23]([CH3:24])([CH3:22])[CH3:25])[C:31](=[O:32])[NH:1][C:2]2[CH:3]=[C:4]3[C:20](=[O:21])[NH:19][N:18]=[CH:17][C:6]4=[C:7]([C:11]5[CH:12]=[CH:13][CH:14]=[CH:15][CH:16]=5)[NH:8][C:9]([CH:10]=2)=[C:5]34)=[CH:36][CH:37]=1. The catalyst class is: 306. (7) Reactant: [Cl:1][C:2]1[C:10]2[C:5](=[CH:6][CH:7]=[C:8]([N+:11]([O-:13])=[O:12])[CH:9]=2)[NH:4][N:3]=1.C(=O)([O-])[O-].[K+].[K+].Cl[CH2:21][CH2:22][N:23]1[CH2:27][CH2:26][CH2:25][CH2:24]1. The catalyst class is: 3. Product: [Cl:1][C:2]1[C:10]2[C:5](=[CH:6][CH:7]=[C:8]([N+:11]([O-:13])=[O:12])[CH:9]=2)[N:4]([CH2:21][CH2:22][N:23]2[CH2:27][CH2:26][CH2:25][CH2:24]2)[N:3]=1. (8) The catalyst class is: 7. Reactant: C([Li])CCC.[C:6](#[N:8])[CH3:7].C[O:10][C:11]([CH:13]1[CH2:17][CH2:16][CH2:15][CH2:14]1)=O. Product: [CH:13]1([C:11](=[O:10])[CH2:7][C:6]#[N:8])[CH2:17][CH2:16][CH2:15][CH2:14]1. (9) Reactant: [CH3:1][O:2][C:3]1[CH:4]=[C:5]([NH2:26])[CH:6]=[CH:7][C:8]=1[C:9]1[O:10][C:11]([C:14]2[C:15]([C:20]3[CH:25]=[CH:24][CH:23]=[CH:22][CH:21]=3)=[N:16][O:17][C:18]=2[CH3:19])=[N:12][N:13]=1.C(NC(C)C)(C)C.[C:34](Cl)(=[O:36])[CH3:35]. Product: [CH3:1][O:2][C:3]1[CH:4]=[C:5]([NH:26][C:34](=[O:36])[CH3:35])[CH:6]=[CH:7][C:8]=1[C:9]1[O:10][C:11]([C:14]2[C:15]([C:20]3[CH:21]=[CH:22][CH:23]=[CH:24][CH:25]=3)=[N:16][O:17][C:18]=2[CH3:19])=[N:12][N:13]=1. The catalyst class is: 453.